Dataset: Peptide-MHC class I binding affinity with 185,985 pairs from IEDB/IMGT. Task: Regression. Given a peptide amino acid sequence and an MHC pseudo amino acid sequence, predict their binding affinity value. This is MHC class I binding data. (1) The peptide sequence is NYITNPANL. The MHC is H-2-Kb with pseudo-sequence H-2-Kb. The binding affinity (normalized) is 0.222. (2) The peptide sequence is KSAQFPFHF. The MHC is HLA-A03:01 with pseudo-sequence HLA-A03:01. The binding affinity (normalized) is 0.0847.